From a dataset of NCI-60 drug combinations with 297,098 pairs across 59 cell lines. Regression. Given two drug SMILES strings and cell line genomic features, predict the synergy score measuring deviation from expected non-interaction effect. (1) Drug 1: C1=NC(=NC(=O)N1C2C(C(C(O2)CO)O)O)N. Drug 2: C(CN)CNCCSP(=O)(O)O. Cell line: NCI/ADR-RES. Synergy scores: CSS=11.6, Synergy_ZIP=-0.103, Synergy_Bliss=2.49, Synergy_Loewe=-0.213, Synergy_HSA=3.11. (2) Drug 1: CC=C1C(=O)NC(C(=O)OC2CC(=O)NC(C(=O)NC(CSSCCC=C2)C(=O)N1)C(C)C)C(C)C. Drug 2: CS(=O)(=O)OCCCCOS(=O)(=O)C. Synergy scores: CSS=45.5, Synergy_ZIP=-0.644, Synergy_Bliss=-6.64, Synergy_Loewe=-10.7, Synergy_HSA=-10.7. Cell line: K-562. (3) Drug 1: CC1=CC=C(C=C1)C2=CC(=NN2C3=CC=C(C=C3)S(=O)(=O)N)C(F)(F)F. Drug 2: CCC1=C2CN3C(=CC4=C(C3=O)COC(=O)C4(CC)O)C2=NC5=C1C=C(C=C5)O. Cell line: A549. Synergy scores: CSS=16.9, Synergy_ZIP=-2.06, Synergy_Bliss=5.34, Synergy_Loewe=-56.2, Synergy_HSA=1.01. (4) Drug 1: C1CCN(CC1)CCOC2=CC=C(C=C2)C(=O)C3=C(SC4=C3C=CC(=C4)O)C5=CC=C(C=C5)O. Drug 2: C1=NC2=C(N1)C(=S)N=CN2. Cell line: DU-145. Synergy scores: CSS=10.0, Synergy_ZIP=-1.68, Synergy_Bliss=3.38, Synergy_Loewe=-3.98, Synergy_HSA=0.916. (5) Drug 1: CC1OCC2C(O1)C(C(C(O2)OC3C4COC(=O)C4C(C5=CC6=C(C=C35)OCO6)C7=CC(=C(C(=C7)OC)O)OC)O)O. Drug 2: CCCCCOC(=O)NC1=NC(=O)N(C=C1F)C2C(C(C(O2)C)O)O. Cell line: UO-31. Synergy scores: CSS=13.5, Synergy_ZIP=-5.86, Synergy_Bliss=-4.41, Synergy_Loewe=-1.79, Synergy_HSA=-1.58. (6) Drug 1: CC1=CC=C(C=C1)C2=CC(=NN2C3=CC=C(C=C3)S(=O)(=O)N)C(F)(F)F. Drug 2: C1C(C(OC1N2C=NC(=NC2=O)N)CO)O. Cell line: SK-OV-3. Synergy scores: CSS=-9.17, Synergy_ZIP=4.09, Synergy_Bliss=1.34, Synergy_Loewe=-1.68, Synergy_HSA=-4.16. (7) Drug 1: COC1=CC(=CC(=C1O)OC)C2C3C(COC3=O)C(C4=CC5=C(C=C24)OCO5)OC6C(C(C7C(O6)COC(O7)C8=CC=CS8)O)O. Drug 2: C1CN(P(=O)(OC1)NCCCl)CCCl. Cell line: OVCAR3. Synergy scores: CSS=13.6, Synergy_ZIP=-7.69, Synergy_Bliss=-1.21, Synergy_Loewe=-32.0, Synergy_HSA=-2.21.